Predict the product of the given reaction. From a dataset of Forward reaction prediction with 1.9M reactions from USPTO patents (1976-2016). (1) Given the reactants [CH:1]1([C:5]2[C:14]([I:15])=[CH:13][C:8]([C:9]([O:11]C)=[O:10])=[C:7]([CH3:16])[CH:6]=2)[CH2:4][CH2:3][CH2:2]1.[OH-].[Na+], predict the reaction product. The product is: [CH:1]1([C:5]2[C:14]([I:15])=[CH:13][C:8]([C:9]([OH:11])=[O:10])=[C:7]([CH3:16])[CH:6]=2)[CH2:2][CH2:3][CH2:4]1. (2) Given the reactants C(C1C=CC(C(NC2C=CC(C3SC(CCC(O)=O)=NC=3)=CC=2)=O)=CC=1)(C)(C)C.[CH2:30]([C:35]1[CH:60]=[CH:59][C:38]([C:39]([NH:41][C:42]2[CH:47]=[CH:46][C:45]([C:48]3[S:52][C:51]([CH2:53][CH2:54][C:55]([O:57]C)=[O:56])=[N:50][CH:49]=3)=[CH:44][CH:43]=2)=[O:40])=[CH:37][CH:36]=1)[CH2:31][CH2:32][CH2:33][CH3:34], predict the reaction product. The product is: [CH2:30]([C:35]1[CH:60]=[CH:59][C:38]([C:39]([NH:41][C:42]2[CH:47]=[CH:46][C:45]([C:48]3[S:52][C:51]([CH2:53][CH2:54][C:55]([OH:57])=[O:56])=[N:50][CH:49]=3)=[CH:44][CH:43]=2)=[O:40])=[CH:37][CH:36]=1)[CH2:31][CH2:32][CH2:33][CH3:34]. (3) Given the reactants [F:1][C:2]1[CH:23]=[C:22]([F:24])[CH:21]=[CH:20][C:3]=1[O:4][C:5]1[N:10]=[C:9]2[NH:11][N:12]=[C:13](I)[C:8]2=[C:7]([NH:15][CH2:16][CH:17]([OH:19])[CH3:18])[N:6]=1.[F:25][C:26]1[CH:27]=[CH:28][C:29]([O:35][CH2:36][CH3:37])=[C:30](B(O)O)[CH:31]=1.[O-]P([O-])([O-])=O.[K+].[K+].[K+], predict the reaction product. The product is: [F:1][C:2]1[CH:23]=[C:22]([F:24])[CH:21]=[CH:20][C:3]=1[O:4][C:5]1[N:10]=[C:9]2[NH:11][N:12]=[C:13]([C:28]3[CH:27]=[C:26]([F:25])[CH:31]=[CH:30][C:29]=3[O:35][CH2:36][CH3:37])[C:8]2=[C:7]([NH:15][CH2:16][C@H:17]([OH:19])[CH3:18])[N:6]=1. (4) Given the reactants [CH3:1][C:2]1[CH:12]=[CH:11][C:5]([C:6]([O:8][CH2:9][CH3:10])=[O:7])=[C:4]([N+:13]([O-])=O)[CH:3]=1.C(Cl)Cl, predict the reaction product. The product is: [NH2:13][C:4]1[CH:3]=[C:2]([CH3:1])[CH:12]=[CH:11][C:5]=1[C:6]([O:8][CH2:9][CH3:10])=[O:7]. (5) The product is: [NH2:26][C:22]1[CH:21]=[C:20]([CH2:19][S:16]([NH:15][C:11]2[CH:12]=[CH:13][CH:14]=[C:9]([NH:8][C:6]3[C:5]([Cl:29])=[CH:4][N:3]=[C:2]([Cl:1])[N:7]=3)[CH:10]=2)(=[O:17])=[O:18])[CH:25]=[CH:24][CH:23]=1. Given the reactants [Cl:1][C:2]1[N:7]=[C:6]([NH:8][C:9]2[CH:10]=[C:11]([NH:15][S:16]([CH2:19][C:20]3[CH:25]=[CH:24][CH:23]=[C:22]([N+:26]([O-])=O)[CH:21]=3)(=[O:18])=[O:17])[CH:12]=[CH:13][CH:14]=2)[C:5]([Cl:29])=[CH:4][N:3]=1, predict the reaction product. (6) Given the reactants C(OC([N:6]1[CH2:21][CH2:20][C:10]2[C:11]3[CH2:12][C:13]([F:19])([F:18])[CH2:14][C:15]=3[CH:16]=[CH:17][C:9]=2[CH2:8][CH2:7]1)=O)C.[Si](I)(C)(C)C, predict the reaction product. The product is: [F:19][C:13]1([F:18])[CH2:12][C:11]2[C:10]3[CH2:20][CH2:21][NH:6][CH2:7][CH2:8][C:9]=3[CH:17]=[CH:16][C:15]=2[CH2:14]1.